This data is from Forward reaction prediction with 1.9M reactions from USPTO patents (1976-2016). The task is: Predict the product of the given reaction. (1) Given the reactants [Cl:1][C:2]1[CH:10]=[CH:9][C:5]([C:6]([OH:8])=O)=[CH:4][C:3]=1[O:11][CH:12]([CH3:14])[CH3:13].C1N=CN(C(N2C=NC=C2)=O)C=1.[CH2:27]([O:29][C:30](=[O:35])[CH2:31]C(O)=O)[CH3:28].CCN(CC)CC.[Mg+2].[Cl-].[Cl-].[K], predict the reaction product. The product is: [Cl:1][C:2]1[CH:10]=[CH:9][C:5]([C:6](=[O:8])[CH2:31][C:30]([O:29][CH2:27][CH3:28])=[O:35])=[CH:4][C:3]=1[O:11][CH:12]([CH3:14])[CH3:13]. (2) Given the reactants C([O:5][C:6](=[O:37])[C:7]([S:10][C:11]1[CH:12]=[C:13]2[C:17](=[CH:18][CH:19]=1)[CH2:16][CH:15]([N:20]([CH2:35][CH3:36])[C:21]([NH:23][C:24]1[CH:29]=[CH:28][C:27]([O:30][C:31]([F:34])([F:33])[F:32])=[CH:26][CH:25]=1)=[O:22])[CH2:14]2)([CH3:9])[CH3:8])(C)(C)C.C(O)(C(F)(F)F)=O, predict the reaction product. The product is: [CH2:35]([N:20]([CH:15]1[CH2:14][C:13]2[C:17](=[CH:18][CH:19]=[C:11]([S:10][C:7]([CH3:8])([CH3:9])[C:6]([OH:37])=[O:5])[CH:12]=2)[CH2:16]1)[C:21]([NH:23][C:24]1[CH:25]=[CH:26][C:27]([O:30][C:31]([F:34])([F:32])[F:33])=[CH:28][CH:29]=1)=[O:22])[CH3:36]. (3) The product is: [Br:8][C:6]1[CH:7]=[C:2]2[C:3]([C:9]([C:11]3[CH:16]=[CH:15][CH:14]=[CH:13][CH:12]=3)=[N:17][NH:1]2)=[CH:4][CH:5]=1. Given the reactants [NH2:1][C:2]1[CH:7]=[C:6]([Br:8])[CH:5]=[CH:4][C:3]=1[C:9]([C:11]1[CH:16]=[CH:15][CH:14]=[CH:13][CH:12]=1)=O.[N:17]([O-])=O.[Na+].[Sn](Cl)Cl, predict the reaction product. (4) Given the reactants [F:1][C:2]([F:20])([F:19])[O:3][C:4]1[CH:18]=[CH:17][C:7]([CH2:8]P(=O)(OCC)OCC)=[CH:6][CH:5]=1.[Br:21][C:22]1[CH:29]=[CH:28][C:25]([C:26]#[N:27])=[CH:24][C:23]=1[CH:30]=O.CC(C)([O-])C.[K+].[Cl-].[NH4+], predict the reaction product. The product is: [Br:21][C:22]1[CH:29]=[CH:28][C:25]([C:26]#[N:27])=[CH:24][C:23]=1[CH:30]=[CH:8][C:7]1[CH:6]=[CH:5][C:4]([O:3][C:2]([F:1])([F:19])[F:20])=[CH:18][CH:17]=1. (5) Given the reactants C(N(C(C)C)CC)(C)C.CS([C:14]1[N:19]=[C:18]([C:20]2[C:28]3[C:23](=[N:24][CH:25]=[C:26]([C:29]([F:32])([F:31])[F:30])[CH:27]=3)[N:22]([S:33]([C:36]3[CH:42]=[CH:41][C:39]([CH3:40])=[CH:38][CH:37]=3)(=[O:35])=[O:34])[CH:21]=2)[C:17]([C:43]#[N:44])=[CH:16][N:15]=1)(=O)=O.[Cl:45][C:46]1[N:51]=[CH:50][C:49]([CH:52]([NH2:54])[CH3:53])=[CH:48][CH:47]=1, predict the reaction product. The product is: [Cl:45][C:46]1[N:51]=[CH:50][C:49]([C@H:52]([NH:54][C:14]2[N:19]=[C:18]([C:20]3[C:28]4[C:23](=[N:24][CH:25]=[C:26]([C:29]([F:30])([F:32])[F:31])[CH:27]=4)[N:22]([S:33]([C:36]4[CH:37]=[CH:38][C:39]([CH3:40])=[CH:41][CH:42]=4)(=[O:35])=[O:34])[CH:21]=3)[C:17]([C:43]#[N:44])=[CH:16][N:15]=2)[CH3:53])=[CH:48][CH:47]=1. (6) Given the reactants [CH2:1]([O:8][C:9]1[C:14](=[O:15])[C:13]([CH:16]([OH:21])[C:17]([F:20])([F:19])[F:18])=[CH:12][NH:11][C:10]=1[CH3:22])[C:2]1[CH:7]=[CH:6][CH:5]=[CH:4][CH:3]=1.[C:23](#N)C.C(=O)([O-])[O-].[K+].[K+].CI, predict the reaction product. The product is: [CH2:1]([O:8][C:9]1[C:14](=[O:15])[C:13]([CH:16]([OH:21])[C:17]([F:20])([F:18])[F:19])=[CH:12][N:11]([CH3:23])[C:10]=1[CH3:22])[C:2]1[CH:3]=[CH:4][CH:5]=[CH:6][CH:7]=1. (7) Given the reactants Cl[C:2]1[CH:7]=[CH:6][N:5]=[C:4]2[NH:8][N:9]=[C:10]([C:11]([F:14])([F:13])[F:12])[C:3]=12.[N:15]1[C:24]2[C:19](=[CH:20][CH:21]=[CH:22][CH:23]=2)[CH:18]=[C:17](B(O)O)[CH:16]=1.C(=O)([O-])[O-].[Na+].[Na+].C(OCC)(=O)C, predict the reaction product. The product is: [F:12][C:11]([F:14])([F:13])[C:10]1[C:3]2[C:4](=[N:5][CH:6]=[CH:7][C:2]=2[C:17]2[CH:16]=[N:15][C:24]3[C:19]([CH:18]=2)=[CH:20][CH:21]=[CH:22][CH:23]=3)[NH:8][N:9]=1. (8) Given the reactants [CH3:1][N:2]1[CH:6]=[C:5]([C:7]2[CH:12]=[CH:11][C:10]([C:13]3[CH:14]=[N:15][CH:16]=[C:17]4[C:22]=3[N:21]=[C:20]([C:23]#[N:24])[CH:19]=[CH:18]4)=[CH:9][CH:8]=2)[CH:4]=[N:3]1.[N-:25]=[N+:26]=[N-:27].[Na+].O, predict the reaction product. The product is: [CH3:1][N:2]1[CH:6]=[C:5]([C:7]2[CH:12]=[CH:11][C:10]([C:13]3[CH:14]=[N:15][CH:16]=[C:17]4[C:22]=3[N:21]=[C:20]([C:23]3[N:25]=[N:26][NH:27][N:24]=3)[CH:19]=[CH:18]4)=[CH:9][CH:8]=2)[CH:4]=[N:3]1. (9) Given the reactants [CH:1]([N:4]1[C:9](=[O:10])[CH:8]=[CH:7][C:6]([C:11]2[C:12]([C:20]3[CH:25]=[CH:24][CH:23]=[CH:22][CH:21]=3)=[N:13][C:14](S(C)=O)=[N:15][CH:16]=2)=[N:5]1)([CH3:3])[CH3:2].[NH:26]1[CH2:31][CH2:30][O:29][CH2:28][CH2:27]1.O, predict the reaction product. The product is: [CH:1]([N:4]1[C:9](=[O:10])[CH:8]=[CH:7][C:6]([C:11]2[C:12]([C:20]3[CH:25]=[CH:24][CH:23]=[CH:22][CH:21]=3)=[N:13][C:14]([N:26]3[CH2:31][CH2:30][O:29][CH2:28][CH2:27]3)=[N:15][CH:16]=2)=[N:5]1)([CH3:3])[CH3:2]. (10) Given the reactants [CH:1]([C:3]1[CH:17]=[CH:16][C:6]([CH2:7][NH:8]C(=O)OC(C)(C)C)=[CH:5][CH:4]=1)=O.Cl.[CH3:19][S:20]([C:23]1[CH:29]=[CH:28][C:26]([NH2:27])=[CH:25][CH:24]=1)(=[O:22])=[O:21].C([BH3-])#N.[Na+].C(=O)(O)[O-].[Na+], predict the reaction product. The product is: [NH2:8][CH2:7][C:6]1[CH:16]=[CH:17][C:3]([CH2:1][NH:27][C:26]2[CH:28]=[CH:29][C:23]([S:20]([CH3:19])(=[O:21])=[O:22])=[CH:24][CH:25]=2)=[CH:4][CH:5]=1.